Dataset: Catalyst prediction with 721,799 reactions and 888 catalyst types from USPTO. Task: Predict which catalyst facilitates the given reaction. (1) Reactant: [N+:1]([C:4]1[CH:10]=[C:9]([O:11][Si:12]([CH3:18])([CH3:17])[C:13]([CH3:16])([CH3:15])[CH3:14])[CH:8]=[CH:7][C:5]=1[NH2:6])([O-:3])=[O:2].C[Si]([N-][Si](C)(C)C)(C)C.[Na+].C1COCC1.[C:34](O[C:34]([O:36][C:37]([CH3:40])([CH3:39])[CH3:38])=[O:35])([O:36][C:37]([CH3:40])([CH3:39])[CH3:38])=[O:35]. Product: [C:37]([O:36][C:34]([NH:6][C:5]1[CH:7]=[CH:8][C:9]([O:11][Si:12]([CH3:17])([CH3:18])[C:13]([CH3:14])([CH3:15])[CH3:16])=[CH:10][C:4]=1[N+:1]([O-:3])=[O:2])=[O:35])([CH3:40])([CH3:39])[CH3:38]. The catalyst class is: 1. (2) Reactant: Cl[C:2]1[C:7]([F:8])=[CH:6][C:5]([Cl:9])=[CH:4][N:3]=1.C([O-])([O-])=O.[Na+].[Na+].[OH:16][C:17]1[CH:22]=[CH:21][C:20](B(O)O)=[CH:19][CH:18]=1. Product: [Cl:9][C:5]1[CH:6]=[C:7]([F:8])[C:2]([C:20]2[CH:21]=[CH:22][C:17]([OH:16])=[CH:18][CH:19]=2)=[N:3][CH:4]=1. The catalyst class is: 108. (3) Product: [C:38]([O:42][C:43](=[O:46])[CH2:44][N:3]([CH2:1][CH3:2])[S:4]([C:7]([F:30])([F:31])[C:8]([F:28])([F:29])[C:9]([F:26])([F:27])[C:10]([F:24])([F:25])[C:11]([F:22])([F:23])[C:12]([F:20])([F:21])[C:13]([F:19])([F:18])[C:14]([F:17])([F:16])[F:15])(=[O:6])=[O:5])([CH3:41])([CH3:40])[CH3:39]. Reactant: [CH2:1]([NH:3][S:4]([C:7]([F:31])([F:30])[C:8]([F:29])([F:28])[C:9]([F:27])([F:26])[C:10]([F:25])([F:24])[C:11]([F:23])([F:22])[C:12]([F:21])([F:20])[C:13]([F:19])([F:18])[C:14]([F:17])([F:16])[F:15])(=[O:6])=[O:5])[CH3:2].C(=O)([O-])[O-].[K+].[K+].[C:38]([O:42][C:43](=[O:46])[CH2:44]Br)([CH3:41])([CH3:40])[CH3:39]. The catalyst class is: 21. (4) Reactant: [C:1]([O:5][C:6](=[O:24])[NH:7][C@H:8]1[CH2:14][CH2:13][C@@H:12]([O:15][Si:16]([C:19]([CH3:22])([CH3:21])[CH3:20])([CH3:18])[CH3:17])[CH2:11][NH:10][C:9]1=[O:23])([CH3:4])([CH3:3])[CH3:2].Cl.Cl[CH2:27][C:28]1[CH:29]=[N:30][CH:31]=[CH:32][CH:33]=1.O. Product: [C:1]([O:5][C:6](=[O:24])[NH:7][C@H:8]1[CH2:14][CH2:13][C@@H:12]([O:15][Si:16]([C:19]([CH3:22])([CH3:21])[CH3:20])([CH3:18])[CH3:17])[CH2:11][N:10]([CH2:27][C:28]2[CH:29]=[N:30][CH:31]=[CH:32][CH:33]=2)[C:9]1=[O:23])([CH3:4])([CH3:2])[CH3:3]. The catalyst class is: 1. (5) Reactant: [C:1]([CH:4]1[CH2:9][CH2:8][O:7][C:5]1=[O:6])(=O)[CH3:2].[CH2:10]1[CH2:15][CH2:14][C:13]([CH2:20][NH2:21])([CH2:16][C:17]([OH:19])=[O:18])[CH2:12][CH2:11]1.[NH:22]1[CH2:27][CH2:26][CH2:25][CH2:24][CH2:23]1. Product: [O:6]=[C:5]1[C:4](=[CH:1][CH2:2][NH:21][CH2:20][C:13]2([CH2:16][C:17]([O-:19])=[O:18])[CH2:14][CH2:15][CH2:10][CH2:11][CH2:12]2)[CH2:9][CH2:8][O:7]1.[NH2+:22]1[CH2:27][CH2:26][CH2:25][CH2:24][CH2:23]1. The catalyst class is: 5. (6) Reactant: [NH2:1][C:2]1[CH:3]=[CH:4][C:5]([F:28])=[C:6]([C@:8]2([CH3:27])[CH2:13][C@@H:12]([C:14]([F:17])([F:16])[F:15])[O:11][C:10]([NH:18][C:19](=[O:26])[C:20]3[CH:25]=[CH:24][CH:23]=[CH:22][CH:21]=3)=[N:9]2)[CH:7]=1.Cl[C:30]1[O:31][C:32]2[CH:38]=[C:37]([Cl:39])[CH:36]=[CH:35][C:33]=2[N:34]=1.CN1C(=O)CCC1. Product: [Cl:39][C:37]1[CH:36]=[CH:35][C:33]2[N:34]=[C:30]([NH:1][C:2]3[CH:3]=[CH:4][C:5]([F:28])=[C:6]([C@:8]4([CH3:27])[CH2:13][C@@H:12]([C:14]([F:17])([F:15])[F:16])[O:11][C:10]([NH:18][C:19](=[O:26])[C:20]5[CH:21]=[CH:22][CH:23]=[CH:24][CH:25]=5)=[N:9]4)[CH:7]=3)[O:31][C:32]=2[CH:38]=1. The catalyst class is: 238.